This data is from Reaction yield outcomes from USPTO patents with 853,638 reactions. The task is: Predict the reaction yield, written as a fraction of the theoretical maximum amount of product (1.0 means a 100% yield; for example, 0.34 means a 34% yield). (1) The reactants are [CH:1](=O)[C:2]1[C:3](=[CH:5][CH:6]=[CH:7][CH:8]=1)[OH:4].[OH:10][C:11]1[C:12]([C:21]([NH:23][NH2:24])=[O:22])=[CH:13][C:14]2[C:19]([CH:20]=1)=[CH:18][CH:17]=[CH:16][CH:15]=2. No catalyst specified. The product is [OH:10][C:11]1[C:12]([C:21]([NH:23][N:24]=[CH:1][C:2]2[CH:8]=[CH:7][CH:6]=[CH:5][C:3]=2[OH:4])=[O:22])=[CH:13][C:14]2[C:19]([CH:20]=1)=[CH:18][CH:17]=[CH:16][CH:15]=2. The yield is 0.950. (2) The reactants are [I:1][C:2]1[CH:3]=[C:4]2[C:8](=[CH:9][CH:10]=1)[NH:7][CH:6]=[CH:5]2.C([BH3-])#N.[Na+].O=[C:16]1[CH2:21][CH2:20][N:19]([C:22]([O:24][C:25]([CH3:28])([CH3:27])[CH3:26])=[O:23])[CH2:18][CH2:17]1.C(O[BH-](OC(=O)C)OC(=O)C)(=O)C.[Na+]. The catalyst is C(O)(=O)C. The product is [I:1][C:2]1[CH:3]=[C:4]2[C:8](=[CH:9][CH:10]=1)[N:7]([CH:16]1[CH2:21][CH2:20][N:19]([C:22]([O:24][C:25]([CH3:28])([CH3:27])[CH3:26])=[O:23])[CH2:18][CH2:17]1)[CH2:6][CH2:5]2. The yield is 0.710. (3) The reactants are Cl[CH:2]([CH3:15])[C:3]([C:5]1[CH:14]=[CH:13][C:8]2[NH:9][C:10](=[O:12])[O:11][C:7]=2[CH:6]=1)=[O:4].[OH:16][C:17]1([C:23]2[S:24][CH:25]=[CH:26][CH:27]=2)[CH2:22][CH2:21][NH:20][CH2:19][CH2:18]1.C(N(CC)CC)C.O. The catalyst is CN(C=O)C. The product is [OH:16][C:17]1([C:23]2[S:24][CH:25]=[CH:26][CH:27]=2)[CH2:18][CH2:19][N:20]([CH:2]([CH3:15])[C:3]([C:5]2[CH:14]=[CH:13][C:8]3[NH:9][C:10](=[O:12])[O:11][C:7]=3[CH:6]=2)=[O:4])[CH2:21][CH2:22]1. The yield is 0.223.